From a dataset of Reaction yield outcomes from USPTO patents with 853,638 reactions. Predict the reaction yield, written as a fraction of the theoretical maximum amount of product (1.0 means a 100% yield; for example, 0.34 means a 34% yield). The reactants are [OH:1][C:2]1[N:10]=[CH:9][CH:8]=[CH:7][C:3]=1[C:4](O)=[O:5].C[Si](C)(C)N[Si](C)(C)C.Cl[Si](C)(C)C. The catalyst is C1(C)C=CC=CC=1. The product is [OH:5][CH2:4][C:3]1[C:2](=[O:1])[NH:10][CH:9]=[CH:8][CH:7]=1. The yield is 0.590.